From a dataset of Catalyst prediction with 721,799 reactions and 888 catalyst types from USPTO. Predict which catalyst facilitates the given reaction. (1) Reactant: [CH2:1]([O:5][CH2:6][CH2:7][O:8][C:9]1[CH:14]=[CH:13][C:12]([C:15]2[CH:16]=[CH:17][C:18]3[N:24]([CH2:25][CH:26]([CH3:28])[CH3:27])[CH2:23][CH2:22][C:21]([C:29]([NH:31][C:32]4[CH:37]=[CH:36][C:35]([S:38][CH2:39][C:40]5[N:41]([CH2:45][CH2:46][CH2:47][CH3:48])[CH:42]=[CH:43][N:44]=5)=[CH:34][CH:33]=4)=[O:30])=[CH:20][C:19]=3[CH:49]=2)=[CH:11][CH:10]=1)[CH2:2][CH2:3][CH3:4].ClC1C=CC=C(C(OO)=[O:58])C=1.S([O-])([O-])(=O)=S.[Na+].[Na+]. Product: [CH2:1]([O:5][CH2:6][CH2:7][O:8][C:9]1[CH:10]=[CH:11][C:12]([C:15]2[CH:16]=[CH:17][C:18]3[N:24]([CH2:25][CH:26]([CH3:27])[CH3:28])[CH2:23][CH2:22][C:21]([C:29]([NH:31][C:32]4[CH:33]=[CH:34][C:35]([S:38]([CH2:39][C:40]5[N:41]([CH2:45][CH2:46][CH2:47][CH3:48])[CH:42]=[CH:43][N:44]=5)=[O:58])=[CH:36][CH:37]=4)=[O:30])=[CH:20][C:19]=3[CH:49]=2)=[CH:13][CH:14]=1)[CH2:2][CH2:3][CH3:4]. The catalyst class is: 4. (2) Reactant: [NH2:1][C:2]1[CH:7]=[CH:6][CH:5]=[CH:4][CH:3]=1.[CH:8]([C:10]1[N:15]=[C:14]([C:16]([O:18][CH3:19])=[O:17])[CH:13]=[CH:12][CH:11]=1)=O.C(O)(=O)C.C(O[BH-](OC(=O)C)OC(=O)C)(=O)C.[Na+]. Product: [C:2]1([NH:1][CH2:8][C:10]2[N:15]=[C:14]([C:16]([O:18][CH3:19])=[O:17])[CH:13]=[CH:12][CH:11]=2)[CH:7]=[CH:6][CH:5]=[CH:4][CH:3]=1. The catalyst class is: 4.